Dataset: Reaction yield outcomes from USPTO patents with 853,638 reactions. Task: Predict the reaction yield, written as a fraction of the theoretical maximum amount of product (1.0 means a 100% yield; for example, 0.34 means a 34% yield). The reactants are [NH2:1][C:2]1[S:3][C:4](Br)=[C:5]([C:7]([CH3:10])([CH3:9])[CH3:8])[N:6]=1.[NH:12]1[CH2:17][CH2:16][CH2:15][CH2:14][CH2:13]1.C(=O)([O-])[O-].[K+].[K+].C(#N)C. The catalyst is O. The product is [NH2:1][C:2]1[S:3][C:4]([N:12]2[CH2:17][CH2:16][CH2:15][CH2:14][CH2:13]2)=[C:5]([C:7]([CH3:10])([CH3:9])[CH3:8])[N:6]=1. The yield is 0.793.